This data is from Peptide-MHC class I binding affinity with 185,985 pairs from IEDB/IMGT. The task is: Regression. Given a peptide amino acid sequence and an MHC pseudo amino acid sequence, predict their binding affinity value. This is MHC class I binding data. (1) The peptide sequence is LFPELECFF. The MHC is HLA-A25:01 with pseudo-sequence HLA-A25:01. The binding affinity (normalized) is 0.0847. (2) The peptide sequence is QNITFDMLK. The MHC is HLA-A31:01 with pseudo-sequence HLA-A31:01. The binding affinity (normalized) is 0.210. (3) The peptide sequence is HLTWSHAGY. The MHC is HLA-A31:01 with pseudo-sequence HLA-A31:01. The binding affinity (normalized) is 0.0847. (4) The peptide sequence is TFVPIAWAAAY. The MHC is HLA-A31:01 with pseudo-sequence HLA-A31:01. The binding affinity (normalized) is 0.0847. (5) The peptide sequence is DTWHGFKNM. The MHC is HLA-B44:02 with pseudo-sequence HLA-B44:02. The binding affinity (normalized) is 0.0847. (6) The peptide sequence is FREVWKQLF. The MHC is HLA-B35:01 with pseudo-sequence HLA-B35:01. The binding affinity (normalized) is 0.0847. (7) The peptide sequence is LPVFATIGL. The MHC is HLA-A01:01 with pseudo-sequence HLA-A01:01. The binding affinity (normalized) is 0.0847. (8) The peptide sequence is WVWDTWPLA. The MHC is HLA-A26:01 with pseudo-sequence HLA-A26:01. The binding affinity (normalized) is 0.0847. (9) The peptide sequence is MMMTACDDGR. The MHC is HLA-A68:01 with pseudo-sequence HLA-A68:01. The binding affinity (normalized) is 0.598.